From a dataset of Catalyst prediction with 721,799 reactions and 888 catalyst types from USPTO. Predict which catalyst facilitates the given reaction. Reactant: [CH3:1][C:2]1[C:7]([NH2:8])=[CH:6][CH:5]=[C:4]([N:9]2[CH2:14][CH2:13][O:12][CH2:11][CH2:10]2)[N:3]=1.[CH3:15][C:16]1[C:20]([CH2:21][O:22][C:23]2[CH:28]=[CH:27][C:26]([S:29](Cl)(=[O:31])=[O:30])=[CH:25][CH:24]=2)=[C:19]([CH3:33])[O:18][N:17]=1.N1C=CC=CC=1. Product: [CH3:15][C:16]1[C:20]([CH2:21][O:22][C:23]2[CH:24]=[CH:25][C:26]([S:29]([NH:8][C:7]3[C:2]([CH3:1])=[N:3][C:4]([N:9]4[CH2:14][CH2:13][O:12][CH2:11][CH2:10]4)=[CH:5][CH:6]=3)(=[O:31])=[O:30])=[CH:27][CH:28]=2)=[C:19]([CH3:33])[O:18][N:17]=1. The catalyst class is: 4.